This data is from Full USPTO retrosynthesis dataset with 1.9M reactions from patents (1976-2016). The task is: Predict the reactants needed to synthesize the given product. (1) The reactants are: [N+:1]([C:4]1[CH:17]=[CH:16][C:7]([O:8][C:9]2[CH:14]=[CH:13][N:12]=[C:11]([NH2:15])[CH:10]=2)=[CH:6][CH:5]=1)([O-:3])=[O:2].Cl[C:19](OC1C=CC=CC=1)=[O:20].Cl.Cl.[N:30]1([CH2:34][CH:35]2[CH2:40][CH2:39][NH:38][CH2:37][CH2:36]2)[CH2:33][CH2:32][CH2:31]1. Given the product [N+:1]([C:4]1[CH:17]=[CH:16][C:7]([O:8][C:9]2[CH:14]=[CH:13][N:12]=[C:11]([NH:15][C:19]([N:38]3[CH2:39][CH2:40][CH:35]([CH2:34][N:30]4[CH2:33][CH2:32][CH2:31]4)[CH2:36][CH2:37]3)=[O:20])[CH:10]=2)=[CH:6][CH:5]=1)([O-:3])=[O:2], predict the reactants needed to synthesize it. (2) Given the product [C:29]([OH:36])(=[O:35])[CH2:30][CH2:31][C:32]([OH:34])=[O:33].[CH3:1][O:2][C:3]1[C:8]([C:9]2[CH:10]=[C:11]([NH:14][C:15]3[CH:20]=[N:19][CH:18]=[C:17]([O:21][C@@H:22]4[CH2:27][CH2:26][CH2:25][NH:24][CH2:23]4)[N:16]=3)[NH:12][N:13]=2)=[CH:7][CH:6]=[C:5]([CH3:28])[N:4]=1.[CH3:1][O:2][C:3]1[C:8]([C:9]2[CH:10]=[C:11]([NH:14][C:15]3[CH:20]=[N:19][CH:18]=[C:17]([O:21][C@@H:22]4[CH2:27][CH2:26][CH2:25][NH:24][CH2:23]4)[N:16]=3)[NH:12][N:13]=2)=[CH:7][CH:6]=[C:5]([CH3:28])[N:4]=1, predict the reactants needed to synthesize it. The reactants are: [CH3:1][O:2][C:3]1[C:8]([C:9]2[CH:10]=[C:11]([NH:14][C:15]3[CH:20]=[N:19][CH:18]=[C:17]([O:21][C@@H:22]4[CH2:27][CH2:26][CH2:25][NH:24][CH2:23]4)[N:16]=3)[NH:12][N:13]=2)=[CH:7][CH:6]=[C:5]([CH3:28])[N:4]=1.[C:29]([OH:36])(=[O:35])[CH2:30][CH2:31][C:32]([OH:34])=[O:33]. (3) Given the product [C:15]1([Se:36][C:30]2[CH:35]=[CH:34][CH:33]=[CH:32][CH:31]=2)[CH:14]=[CH:13][CH:18]=[CH:17][CH:16]=1, predict the reactants needed to synthesize it. The reactants are: C(NC(C)C)(C)C.C([Li])CCC.[CH3:13][CH2:14][CH2:15][CH2:16][CH2:17][CH3:18].C(C1OC(=O)CCC1)CCC.[C:30]1([Se:36]Cl)[CH:35]=[CH:34][CH:33]=[CH:32][CH:31]=1.[Cl-].[NH4+]. (4) Given the product [CH2:1]([O:3][C:4]1[CH:5]=[CH:6][C:7]([C:10](=[O:19])[C:11]([C:13]2[CH:18]=[CH:17][CH:16]=[CH:15][CH:14]=2)=[O:12])=[CH:8][C:9]=1[N+:20]([O-:22])=[O:21])[CH3:2], predict the reactants needed to synthesize it. The reactants are: [CH2:1]([O:3][C:4]1[CH:9]=[CH:8][C:7]([C:10](=[O:19])[C:11]([C:13]2[CH:18]=[CH:17][CH:16]=[CH:15][CH:14]=2)=[O:12])=[CH:6][CH:5]=1)[CH3:2].[N+:20]([O-])([OH:22])=[O:21]. (5) Given the product [Cl:19][CH2:2][N:3]1[CH:7]=[C:6]([C:8]([F:11])([F:10])[F:9])[C:5]([C:12]([O:14][CH2:15][CH3:16])=[O:13])=[CH:4]1, predict the reactants needed to synthesize it. The reactants are: O[CH2:2][N:3]1[CH:7]=[C:6]([C:8]([F:11])([F:10])[F:9])[C:5]([C:12]([O:14][CH2:15][CH3:16])=[O:13])=[CH:4]1.S(Cl)([Cl:19])=O. (6) The reactants are: [NH:1]1[CH2:6][CH2:5][CH2:4][CH2:3][CH2:2]1.[NH:7]([C:32](OCC1C2C(=CC=CC=2)C2C1=CC=CC=2)=[O:33])[C@H:8]([C:29]([OH:31])=[O:30])[CH2:9][CH2:10][CH2:11][CH2:12][NH:13][C:14](=[C:19]1[C:27](=[O:28])[CH2:26][C:23]([CH3:25])([CH3:24])[CH2:22][C:20]1=[O:21])[CH2:15][CH:16]([CH3:18])[CH3:17]. Given the product [NH:1]([C:20]([CH3:19])=[O:21])[C@H:6]([C:32]([NH:7][C@H:8]([C:29]([OH:31])=[O:30])[CH2:9][CH2:10][CH2:11][CH2:12][NH:13][C:14](=[C:19]1[C:27](=[O:28])[CH2:26][C:23]([CH3:24])([CH3:25])[CH2:22][C:20]1=[O:21])[CH2:15][CH:16]([CH3:17])[CH3:18])=[O:33])[CH2:5][C:4]1[CH:29]=[CH:8][CH:9]=[CH:2][CH:3]=1, predict the reactants needed to synthesize it. (7) Given the product [C:7]([NH:15][C:16]1[CH:28]=[C:27]([NH:39][CH2:38][CH2:37][CH2:36][C:30]2[CH:35]=[CH:34][CH:33]=[CH:32][CH:31]=2)[CH:26]=[CH:25][C:17]=1[C:18]([O:20][C:21]([CH3:24])([CH3:23])[CH3:22])=[O:19])(=[O:14])[C:8]1[CH:13]=[CH:12][CH:11]=[CH:10][CH:9]=1, predict the reactants needed to synthesize it. The reactants are: CC(C)([O-])C.[Na+].[C:7]([NH:15][C:16]1[CH:28]=[C:27](I)[CH:26]=[CH:25][C:17]=1[C:18]([O:20][C:21]([CH3:24])([CH3:23])[CH3:22])=[O:19])(=[O:14])[C:8]1[CH:13]=[CH:12][CH:11]=[CH:10][CH:9]=1.[C:30]1([CH2:36][CH2:37][CH2:38][NH2:39])[CH:35]=[CH:34][CH:33]=[CH:32][CH:31]=1.C1(P(C2C=CC=CC=2)C2C=CC3C(=CC=CC=3)C=2C2C3C(=CC=CC=3)C=CC=2P(C2C=CC=CC=2)C2C=CC=CC=2)C=CC=CC=1. (8) Given the product [Cl:11][C:12]1[CH:25]=[CH:24][CH:23]=[CH:22][C:13]=1[C:14]([NH:16][C:17]1[CH:21]=[CH:20][N:19]([CH2:29][C:28]2[C:31]([C:35]([F:36])([F:38])[F:37])=[CH:32][CH:33]=[CH:34][C:27]=2[F:26])[N:18]=1)=[O:15], predict the reactants needed to synthesize it. The reactants are: C[Si]([N-][Si](C)(C)C)(C)C.[Li+].[Cl:11][C:12]1[CH:25]=[CH:24][CH:23]=[CH:22][C:13]=1[C:14]([NH:16][C:17]1[CH:21]=[CH:20][NH:19][N:18]=1)=[O:15].[F:26][C:27]1[CH:34]=[CH:33][CH:32]=[C:31]([C:35]([F:38])([F:37])[F:36])[C:28]=1[CH2:29]Br. (9) Given the product [N:20]1([CH2:25][C:26]([C:15]2[S:16][CH:17]=[CH:18][N:19]=2)=[O:27])[CH:24]=[CH:23][N:22]=[CH:21]1, predict the reactants needed to synthesize it. The reactants are: CN(C)CCN(C)C.C([Li])CCC.Br[C:15]1[S:16][CH:17]=[CH:18][N:19]=1.[N:20]1([CH2:25][C:26](N(OC)C)=[O:27])[CH:24]=[CH:23][N:22]=[CH:21]1.C(O)(=O)CC(CC(O)=O)(C(O)=O)O. (10) Given the product [OH:28][CH2:27][C@@H:26]([NH:25][C:7]1[N:8]=[C:9]([C:11]2[CH:16]=[CH:15][C:14]([Cl:17])=[C:13]([Cl:18])[CH:12]=2)[C:10]2[C:2]([NH2:1])=[C:3]([C:22]([NH2:24])=[O:23])[S:4][C:5]=2[N:6]=1)[CH:29]([CH3:31])[CH3:30], predict the reactants needed to synthesize it. The reactants are: [NH2:1][C:2]1[C:10]2[C:9]([C:11]3[CH:16]=[CH:15][C:14]([Cl:17])=[C:13]([Cl:18])[CH:12]=3)=[N:8][C:7](S(C)=O)=[N:6][C:5]=2[S:4][C:3]=1[C:22]([NH2:24])=[O:23].[NH2:25][C@@H:26]([CH:29]([CH3:31])[CH3:30])[CH2:27][OH:28].